This data is from Peptide-MHC class II binding affinity with 134,281 pairs from IEDB. The task is: Regression. Given a peptide amino acid sequence and an MHC pseudo amino acid sequence, predict their binding affinity value. This is MHC class II binding data. (1) The peptide sequence is AFWVAATAANAAPAN. The MHC is DRB1_0901 with pseudo-sequence DRB1_0901. The binding affinity (normalized) is 0.620. (2) The peptide sequence is IGRGRVSPGNGWMIK. The MHC is DRB5_0101 with pseudo-sequence DRB5_0101. The binding affinity (normalized) is 0.519. (3) The peptide sequence is CLKPVILTDGPERVI. The MHC is DRB1_1302 with pseudo-sequence DRB1_1302. The binding affinity (normalized) is 0.891.